From a dataset of Reaction yield outcomes from USPTO patents with 853,638 reactions. Predict the reaction yield, written as a fraction of the theoretical maximum amount of product (1.0 means a 100% yield; for example, 0.34 means a 34% yield). (1) The reactants are [H-].[Na+].[CH3:3]N(C)C=O.[N:8]1([C:14]2[CH:19]=[CH:18][C:17]([C:20]([F:23])([F:22])[F:21])=[CH:16][C:15]=2[NH:24][C:25](=[O:32])[C:26]2[CH:31]=[CH:30][N:29]=[CH:28][CH:27]=2)[CH2:13][CH2:12][CH2:11][CH2:10][CH2:9]1.CI. The catalyst is O. The product is [CH3:3][N:24]([C:15]1[CH:16]=[C:17]([C:20]([F:23])([F:21])[F:22])[CH:18]=[CH:19][C:14]=1[N:8]1[CH2:13][CH2:12][CH2:11][CH2:10][CH2:9]1)[C:25](=[O:32])[C:26]1[CH:27]=[CH:28][N:29]=[CH:30][CH:31]=1. The yield is 0.515. (2) The reactants are [OH:1][CH:2]=[C:3]([CH2:8][C:9]1[N:10]([CH3:18])[C:11]2[C:16]([CH:17]=1)=[CH:15][CH:14]=[CH:13][CH:12]=2)[C:4](OC)=O.[NH2:19][C:20]([NH2:22])=[S:21]. The catalyst is CO. The product is [CH3:18][N:10]1[C:11]2[C:16](=[CH:15][CH:14]=[CH:13][CH:12]=2)[CH:17]=[C:9]1[CH2:8][C:3]1[C:2](=[O:1])[NH:19][C:20](=[S:21])[NH:22][CH:4]=1. The yield is 0.567. (3) The reactants are C[O:2][C:3]([C:5]1[CH:29]=[CH:28][C:8]2[N:9](COCCOC)[C:10]([N:12]3[CH:16]=[C:15]([C:17]([O:19]CC)=[O:18])[CH:14]=[N:13]3)=[N:11][C:7]=2[CH:6]=1)=[O:4].Cl. The catalyst is C(O)(=O)C. The product is [C:17]([C:15]1[CH:14]=[N:13][N:12]([C:10]2[NH:9][C:8]3[CH:28]=[CH:29][C:5]([C:3]([OH:4])=[O:2])=[CH:6][C:7]=3[N:11]=2)[CH:16]=1)([OH:19])=[O:18]. The yield is 0.300. (4) The reactants are C1(C=[N:8][CH:9]([CH3:15])[C:10]([O:12][CH2:13][CH3:14])=[O:11])C=CC=CC=1.[CH2:16](Br)[C:17]1[CH:22]=[CH:21][CH:20]=[CH:19][CH:18]=1.O(C)[K].Cl. The catalyst is C1COCC1. The product is [NH2:8][C:9]([CH3:15])([CH2:16][C:17]1[CH:22]=[CH:21][CH:20]=[CH:19][CH:18]=1)[C:10]([O:12][CH2:13][CH3:14])=[O:11]. The yield is 0.567. (5) The reactants are [NH2:1][C:2]1[C:3]2[N:4]([C:8]([C@@H:26]3[CH2:30][CH2:29][CH2:28][NH:27]3)=[N:9][C:10]=2[C:11]2[CH:25]=[CH:24][C:14]([C:15]([NH:17][C:18]3[CH:23]=[CH:22][CH:21]=[CH:20][N:19]=3)=[O:16])=[CH:13][CH:12]=2)[CH:5]=[CH:6][N:7]=1.[CH3:31][N:32]([CH3:39])[CH2:33]/[CH:34]=[CH:35]/[C:36](O)=[O:37]. No catalyst specified. The product is [NH2:1][C:2]1[C:3]2[N:4]([C:8]([C@@H:26]3[CH2:30][CH2:29][CH2:28][N:27]3[C:36](=[O:37])/[CH:35]=[CH:34]/[CH2:33][N:32]([CH3:39])[CH3:31])=[N:9][C:10]=2[C:11]2[CH:25]=[CH:24][C:14]([C:15]([NH:17][C:18]3[CH:23]=[CH:22][CH:21]=[CH:20][N:19]=3)=[O:16])=[CH:13][CH:12]=2)[CH:5]=[CH:6][N:7]=1. The yield is 0.466.